From a dataset of Forward reaction prediction with 1.9M reactions from USPTO patents (1976-2016). Predict the product of the given reaction. (1) Given the reactants [Cl:1][C:2]1[CH:29]=[C:28]([Cl:30])[CH:27]=[CH:26][C:3]=1[CH2:4][NH:5][C:6]([N:8]1[CH2:13][CH2:12][CH:11]([O:14][C:15]2[CH:20]=[CH:19][C:18](CCC(O)=O)=[CH:17][CH:16]=2)[CH2:10][CH2:9]1)=[O:7].[Li+].[OH-:32].[O:33]1[CH2:38]COCC1.O, predict the reaction product. The product is: [Cl:1][C:2]1[CH:29]=[C:28]([Cl:30])[CH:27]=[CH:26][C:3]=1[CH2:4][NH:5][C:6]([N:8]1[CH2:9][CH2:10][CH:11]([O:14][C:15]2[CH:20]=[CH:19][C:18]([C:38]([OH:33])=[O:32])=[CH:17][CH:16]=2)[CH2:12][CH2:13]1)=[O:7]. (2) Given the reactants Cl[C:2]1[N:3]=[C:4]([N:22]2[CH2:27][CH2:26][O:25][CH2:24][CH2:23]2)[C:5]2[S:10][C:9]([CH2:11][N:12]3[CH2:17][CH2:16][N:15]([S:18]([CH3:21])(=[O:20])=[O:19])[CH2:14][CH2:13]3)=[CH:8][C:6]=2[N:7]=1.[CH3:28][O:29][C:30]1[N:35]=[CH:34][C:33](B(O)O)=[CH:32][N:31]=1, predict the reaction product. The product is: [CH3:28][O:29][C:30]1[N:35]=[CH:34][C:33]([C:2]2[N:3]=[C:4]([N:22]3[CH2:27][CH2:26][O:25][CH2:24][CH2:23]3)[C:5]3[S:10][C:9]([CH2:11][N:12]4[CH2:17][CH2:16][N:15]([S:18]([CH3:21])(=[O:20])=[O:19])[CH2:14][CH2:13]4)=[CH:8][C:6]=3[N:7]=2)=[CH:32][N:31]=1. (3) Given the reactants [Cl:1][C:2]1[CH:7]=[CH:6][C:5]([C:8]([N:14]2[C:22]3[C:17](=[C:18]([NH:23][S:24]([CH3:27])(=[O:26])=[O:25])[CH:19]=[CH:20][CH:21]=3)[CH:16]=[CH:15]2)([CH2:12][CH3:13])[C:9](=O)[CH3:10])=[CH:4][CH:3]=1.Cl.[NH2:29][OH:30].C([O-])([O-])=O.[K+].[K+], predict the reaction product. The product is: [Cl:1][C:2]1[CH:7]=[CH:6][C:5]([C:8]([N:14]2[C:22]3[C:17](=[C:18]([NH:23][S:24]([CH3:27])(=[O:26])=[O:25])[CH:19]=[CH:20][CH:21]=3)[CH:16]=[CH:15]2)([CH2:12][CH3:13])[C:9](=[N:29][OH:30])[CH3:10])=[CH:4][CH:3]=1. (4) Given the reactants Br[C:2]1[CH:29]=[CH:28][C:5]2[NH:6][C:7]([C@@H:9]3[CH2:21][N:19]4[C:20]5[CH:12]([C@@H:13]([NH:22][C:23](=[O:26])[O:24][CH3:25])[CH2:14][CH2:15][C:16]=5[CH:17]=[CH:18]4)[C:11](=[O:27])[CH2:10]3)=[N:8][C:4]=2[CH:3]=1.[CH3:30][CH:31]([CH3:71])[C@H:32]([NH:66][C:67](=[O:70])[O:68][CH3:69])[C:33](=[O:65])[N:34]1[CH2:38][CH2:37][CH2:36][C@H:35]1[C:39]1[NH:40][C:41]([C:44]2[CH:49]=[CH:48][C:47]([C:50]3[CH:55]=[CH:54][C:53](B4OC(C)(C)C(C)(C)O4)=[CH:52][CH:51]=3)=[CH:46][CH:45]=2)=[CH:42][N:43]=1.C(=O)(O)[O-].[Na+].C1(C)C=CC=CC=1, predict the reaction product. The product is: [CH3:25][O:24][C:23](=[O:26])[NH:22][C@@H:13]1[CH:12]2[C:11](=[O:27])[CH2:10][C@H:9]([C:7]3[NH:8][C:4]4[CH:3]=[C:2]([C:53]5[CH:52]=[CH:51][C:50]([C:47]6[CH:46]=[CH:45][C:44]([C:41]7[NH:40][C:39]([C@@H:35]8[CH2:36][CH2:37][CH2:38][N:34]8[C:33](=[O:65])[C@@H:32]([NH:66][C:67]([O:68][CH3:69])=[O:70])[CH:31]([CH3:71])[CH3:30])=[N:43][CH:42]=7)=[CH:49][CH:48]=6)=[CH:55][CH:54]=5)[CH:29]=[CH:28][C:5]=4[N:6]=3)[CH2:21][N:19]3[C:20]2=[C:16]([CH:17]=[CH:18]3)[CH2:15][CH2:14]1. (5) Given the reactants [Cl:1][C:2]1[CH:7]=[CH:6][C:5]([C:8]2[N:9]=[C:10]3[CH:15]=[CH:14][CH:13]=[CH:12][N:11]3[C:16]=2[CH2:17][C:18]2[CH:23]=[C:22](Cl)[N:21]=[CH:20][N:19]=2)=[CH:4][CH:3]=1, predict the reaction product. The product is: [Cl:1][C:2]1[CH:7]=[CH:6][C:5]([C:8]2[N:9]=[C:10]3[CH:15]=[CH:14][CH:13]=[CH:12][N:11]3[C:16]=2[CH2:17][C:18]2[N:19]=[CH:20][N:21]=[C:22]([NH:9][CH2:8][CH2:16][N:11]([CH3:12])[CH3:10])[CH:23]=2)=[CH:4][CH:3]=1. (6) Given the reactants [CH3:1][S:2]([C:5]1[CH:10]=[CH:9][CH:8]=[CH:7][C:6]=1[C:11]1[C:20]([CH:21]=[O:22])=[CH:19][C:18]2[C:13](=[CH:14][CH:15]=[CH:16][N:17]=2)[N:12]=1)(=[O:4])=[O:3].[CH3:23][Mg]Br, predict the reaction product. The product is: [CH3:1][S:2]([C:5]1[CH:10]=[CH:9][CH:8]=[CH:7][C:6]=1[C:11]1[C:20]([CH:21]([OH:22])[CH3:23])=[CH:19][C:18]2[C:13](=[CH:14][CH:15]=[CH:16][N:17]=2)[N:12]=1)(=[O:3])=[O:4]. (7) Given the reactants [Cl:1][C:2]1[CH:3]=[C:4]([CH:7]=[C:8]([O:10][C:11]2[C:19]3[N:18]=[N:17][NH:16][C:15]=3[CH:14]=[CH:13][C:12]=2[Cl:20])[CH:9]=1)[C:5]#[N:6].C(=O)([O-])[O-].[Cs+].[Cs+].Br[CH2:28][C:29]1[C:37]2[C:32](=[N:33][CH:34]=[CH:35][CH:36]=2)[N:31]([C:38]([O:40][C:41]([CH3:44])([CH3:43])[CH3:42])=[O:39])[N:30]=1, predict the reaction product. The product is: [Cl:20][C:12]1[CH:13]=[CH:14][C:15]2[N:16]([CH2:28][C:29]3[C:37]4[C:32](=[N:33][CH:34]=[CH:35][CH:36]=4)[N:31]([C:38]([O:40][C:41]([CH3:44])([CH3:43])[CH3:42])=[O:39])[N:30]=3)[N:17]=[N:18][C:19]=2[C:11]=1[O:10][C:8]1[CH:7]=[C:4]([C:5]#[N:6])[CH:3]=[C:2]([Cl:1])[CH:9]=1. (8) Given the reactants [F-].C([N+](CCCC)(CCCC)CCCC)CCC.[Cl:19][C:20]1[CH:21]=[C:22]([C:27]2[CH:35]=[C:34]3[C:30]([C:31]([NH:44][C:45](=[O:49])[CH2:46][CH2:47][CH3:48])=[N:32][N:33]3COCC[Si](C)(C)C)=[CH:29][CH:28]=2)[CH:23]=[C:24]([Cl:26])[CH:25]=1.C(OCC)(=O)C, predict the reaction product. The product is: [Cl:19][C:20]1[CH:21]=[C:22]([C:27]2[CH:35]=[C:34]3[C:30]([C:31]([NH:44][C:45](=[O:49])[CH2:46][CH2:47][CH3:48])=[N:32][NH:33]3)=[CH:29][CH:28]=2)[CH:23]=[C:24]([Cl:26])[CH:25]=1. (9) Given the reactants [C:12]([O:11][C:9](O[C:9]([O:11][C:12]([CH3:15])([CH3:14])[CH3:13])=[O:10])=[O:10])([CH3:15])([CH3:14])[CH3:13].[CH2:16]([O:18][C:19](=[O:31])[C:20]([C:22]1[C:30]2[C:25](=[CH:26][CH:27]=[CH:28][N:29]=2)[NH:24][CH:23]=1)=[O:21])[CH3:17], predict the reaction product. The product is: [CH2:16]([O:18][C:19](=[O:31])[C:20]([C:22]1[C:30]2[C:25](=[CH:26][CH:27]=[CH:28][N:29]=2)[N:24]([C:9]([O:11][C:12]([CH3:13])([CH3:14])[CH3:15])=[O:10])[CH:23]=1)=[O:21])[CH3:17]. (10) Given the reactants N1C=CN=C1.[C:6]([Si:10]([C:18]1[CH:23]=[CH:22][CH:21]=[CH:20][CH:19]=1)([C:12]1[CH:17]=[CH:16][CH:15]=[CH:14][CH:13]=1)Cl)([CH3:9])([CH3:8])[CH3:7].Cl.[CH3:25][O:26][C:27](=[O:32])[CH:28]([CH2:30][OH:31])[NH2:29], predict the reaction product. The product is: [Si:10]([O:31][CH2:30][C@@H:28]([C:27]([O:26][CH3:25])=[O:32])[NH2:29])([C:6]([CH3:9])([CH3:8])[CH3:7])([C:18]1[CH:23]=[CH:22][CH:21]=[CH:20][CH:19]=1)[C:12]1[CH:17]=[CH:16][CH:15]=[CH:14][CH:13]=1.